From a dataset of Retrosynthesis with 50K atom-mapped reactions and 10 reaction types from USPTO. Predict the reactants needed to synthesize the given product. Given the product COc1c(C)c(C(=O)c2ccc(C(F)(F)F)cc2F)c(OC)c2ccccc12, predict the reactants needed to synthesize it. The reactants are: COc1c(C)c(Br)c(OC)c2ccccc12.O=C(Cl)c1ccc(C(F)(F)F)cc1F.